Task: Regression. Given two drug SMILES strings and cell line genomic features, predict the synergy score measuring deviation from expected non-interaction effect.. Dataset: NCI-60 drug combinations with 297,098 pairs across 59 cell lines (1) Drug 1: CN(C)N=NC1=C(NC=N1)C(=O)N. Drug 2: CC1C(C(CC(O1)OC2CC(OC(C2O)C)OC3=CC4=CC5=C(C(=O)C(C(C5)C(C(=O)C(C(C)O)O)OC)OC6CC(C(C(O6)C)O)OC7CC(C(C(O7)C)O)OC8CC(C(C(O8)C)O)(C)O)C(=C4C(=C3C)O)O)O)O. Cell line: K-562. Synergy scores: CSS=7.92, Synergy_ZIP=-3.33, Synergy_Bliss=0.0287, Synergy_Loewe=-1.15, Synergy_HSA=-0.796. (2) Drug 1: C1=CC(=CC=C1CC(C(=O)O)N)N(CCCl)CCCl.Cl. Drug 2: CC(C1=C(C=CC(=C1Cl)F)Cl)OC2=C(N=CC(=C2)C3=CN(N=C3)C4CCNCC4)N. Cell line: MOLT-4. Synergy scores: CSS=64.4, Synergy_ZIP=1.28, Synergy_Bliss=1.01, Synergy_Loewe=-6.38, Synergy_HSA=0.0916. (3) Cell line: SNB-75. Synergy scores: CSS=59.8, Synergy_ZIP=6.31, Synergy_Bliss=6.38, Synergy_Loewe=-5.61, Synergy_HSA=5.09. Drug 2: CC1C(C(CC(O1)OC2CC(OC(C2O)C)OC3=CC4=CC5=C(C(=O)C(C(C5)C(C(=O)C(C(C)O)O)OC)OC6CC(C(C(O6)C)O)OC7CC(C(C(O7)C)O)OC8CC(C(C(O8)C)O)(C)O)C(=C4C(=C3C)O)O)O)O. Drug 1: CC1=C(C(CCC1)(C)C)C=CC(=CC=CC(=CC(=O)O)C)C. (4) Drug 1: CC1=C(N=C(N=C1N)C(CC(=O)N)NCC(C(=O)N)N)C(=O)NC(C(C2=CN=CN2)OC3C(C(C(C(O3)CO)O)O)OC4C(C(C(C(O4)CO)O)OC(=O)N)O)C(=O)NC(C)C(C(C)C(=O)NC(C(C)O)C(=O)NCCC5=NC(=CS5)C6=NC(=CS6)C(=O)NCCC[S+](C)C)O. Synergy scores: CSS=9.29, Synergy_ZIP=-6.91, Synergy_Bliss=-5.35, Synergy_Loewe=-3.62, Synergy_HSA=-2.47. Cell line: OVCAR-4. Drug 2: CN(CCCl)CCCl.Cl.